Dataset: Peptide-MHC class II binding affinity with 134,281 pairs from IEDB. Task: Regression. Given a peptide amino acid sequence and an MHC pseudo amino acid sequence, predict their binding affinity value. This is MHC class II binding data. (1) The peptide sequence is QLIQLINVDEVNQIVTT. The MHC is DRB1_0101 with pseudo-sequence DRB1_0101. The binding affinity (normalized) is 0.351. (2) The peptide sequence is RIDTPDKLTGPFTVR. The MHC is HLA-DQA10401-DQB10402 with pseudo-sequence HLA-DQA10401-DQB10402. The binding affinity (normalized) is 0.0720.